Dataset: NCI-60 drug combinations with 297,098 pairs across 59 cell lines. Task: Regression. Given two drug SMILES strings and cell line genomic features, predict the synergy score measuring deviation from expected non-interaction effect. (1) Drug 1: C1=NC2=C(N1)C(=S)N=C(N2)N. Drug 2: CC=C1C(=O)NC(C(=O)OC2CC(=O)NC(C(=O)NC(CSSCCC=C2)C(=O)N1)C(C)C)C(C)C. Cell line: BT-549. Synergy scores: CSS=55.5, Synergy_ZIP=4.80, Synergy_Bliss=6.83, Synergy_Loewe=-12.0, Synergy_HSA=7.99. (2) Drug 1: C1=NC2=C(N1)C(=S)N=C(N2)N. Drug 2: CC(C1=C(C=CC(=C1Cl)F)Cl)OC2=C(N=CC(=C2)C3=CN(N=C3)C4CCNCC4)N. Cell line: IGROV1. Synergy scores: CSS=29.1, Synergy_ZIP=0.326, Synergy_Bliss=3.08, Synergy_Loewe=0.0144, Synergy_HSA=2.87. (3) Drug 1: CC1=CC2C(CCC3(C2CCC3(C(=O)C)OC(=O)C)C)C4(C1=CC(=O)CC4)C. Drug 2: C1CN(P(=O)(OC1)NCCCl)CCCl. Cell line: HOP-62. Synergy scores: CSS=-8.05, Synergy_ZIP=2.23, Synergy_Bliss=-2.37, Synergy_Loewe=-6.25, Synergy_HSA=-8.06. (4) Drug 1: CC1=C2C(C(=O)C3(C(CC4C(C3C(C(C2(C)C)(CC1OC(=O)C(C(C5=CC=CC=C5)NC(=O)OC(C)(C)C)O)O)OC(=O)C6=CC=CC=C6)(CO4)OC(=O)C)OC)C)OC. Drug 2: C1=C(C(=O)NC(=O)N1)N(CCCl)CCCl. Cell line: PC-3. Synergy scores: CSS=49.5, Synergy_ZIP=6.60, Synergy_Bliss=4.80, Synergy_Loewe=-14.1, Synergy_HSA=9.25.